Dataset: Catalyst prediction with 721,799 reactions and 888 catalyst types from USPTO. Task: Predict which catalyst facilitates the given reaction. Reactant: [F:1][C:2]1[CH:3]=[C:4]([C:8]2[CH:12]=[C:11]([NH2:13])[NH:10][N:9]=2)[CH:5]=[CH:6][CH:7]=1.CN1CC[O:18][CH2:17][CH2:16]1.C(Cl)(=O)C. Product: [F:1][C:2]1[CH:3]=[C:4]([C:8]2[CH:12]=[C:11]([NH:13][C:17](=[O:18])[CH3:16])[NH:10][N:9]=2)[CH:5]=[CH:6][CH:7]=1. The catalyst class is: 2.